From a dataset of Full USPTO retrosynthesis dataset with 1.9M reactions from patents (1976-2016). Predict the reactants needed to synthesize the given product. (1) Given the product [F:14][C:15]1[CH:16]=[C:17]([CH:21]=[CH:22][CH:23]=1)[CH2:18][CH:2]1[C:9]2[CH:8]=[C:7]([C:10]([O:12][CH3:13])=[O:11])[NH:6][C:5]=2[CH2:4][CH2:3]1, predict the reactants needed to synthesize it. The reactants are: O=[C:2]1[C:9]2[CH:8]=[C:7]([C:10]([O:12][CH3:13])=[O:11])[NH:6][C:5]=2[CH2:4][CH2:3]1.[F:14][C:15]1[CH:16]=[C:17]([CH:21]=[CH:22][CH:23]=1)[CH2:18][Mg]Cl.ClC1C=C(C=CC=1F)/C=C1\CCC2NC(C(OC)=O)=CC\1=2. (2) The reactants are: [CH3:1][N:2]([CH3:23])[CH:3]1[CH2:7][CH2:6][N:5]([C:8]2[CH:13]=[CH:12][C:11]([NH:14][C:15]([CH:17]3[CH2:22][CH2:21][NH:20][CH2:19][CH2:18]3)=[O:16])=[CH:10][CH:9]=2)[CH2:4]1.Cl[C:25]1[CH:30]=[CH:29][CH:28]=[CH:27][N:26]=1. Given the product [CH3:1][N:2]([CH3:23])[CH:3]1[CH2:7][CH2:6][N:5]([C:8]2[CH:9]=[CH:10][C:11]([NH:14][C:15]([CH:17]3[CH2:22][CH2:21][N:20]([C:25]4[CH:30]=[CH:29][CH:28]=[CH:27][N:26]=4)[CH2:19][CH2:18]3)=[O:16])=[CH:12][CH:13]=2)[CH2:4]1, predict the reactants needed to synthesize it. (3) Given the product [CH2:31]([S:35]([N:25]1[C:24]2[N:19]3[N:18]=[C:17]([CH3:29])[C:16]([C:9]4[C:8]([CH3:30])=[CH:13][C:12]([CH3:14])=[CH:11][C:10]=4[CH3:15])=[C:20]3[N:21]=[C:22]([CH3:28])[C:23]=2[CH2:27][CH2:26]1)(=[O:37])=[O:36])[CH2:32][CH2:33][CH3:34], predict the reactants needed to synthesize it. The reactants are: C(N(CC)CC)C.[C:8]1([CH3:30])[CH:13]=[C:12]([CH3:14])[CH:11]=[C:10]([CH3:15])[C:9]=1[C:16]1[C:17]([CH3:29])=[N:18][N:19]2[C:24]3[NH:25][CH2:26][CH2:27][C:23]=3[C:22]([CH3:28])=[N:21][C:20]=12.[CH2:31]([S:35](Cl)(=[O:37])=[O:36])[CH2:32][CH2:33][CH3:34].O. (4) Given the product [CH2:30]([N:10]1[C:11]2[C:6](=[CH:5][CH:4]=[C:3]([O:2][CH3:1])[C:12]=2[O:13][CH3:14])[C:7](=[O:20])[C:8]([C:15]([O:17][CH2:18][CH3:19])=[O:16])=[CH:9]1)[CH3:31], predict the reactants needed to synthesize it. The reactants are: [CH3:1][O:2][C:3]1[C:12]([O:13][CH3:14])=[C:11]2[C:6]([C:7](=[O:20])[C:8]([C:15]([O:17][CH2:18][CH3:19])=[O:16])=[CH:9][NH:10]2)=[CH:5][CH:4]=1.C(=O)([O-])[O-].[K+].[K+].P(OCC)(OCC)(O[CH2:30][CH3:31])=O. (5) Given the product [Br:1][C:2]1[C:11]2[C:6](=[CH:7][CH:8]=[CH:9][CH:10]=2)[CH:5]=[C:4]([O:12][CH2:14][CH2:15][O:16][Si:17]([CH:21]([CH3:22])[CH3:23])([CH:18]([CH3:20])[CH3:19])[CH:24]([CH3:25])[CH3:26])[CH:3]=1, predict the reactants needed to synthesize it. The reactants are: [Br:1][C:2]1[C:11]2[C:6](=[CH:7][CH:8]=[CH:9][CH:10]=2)[CH:5]=[C:4]([OH:12])[CH:3]=1.Br[CH2:14][CH2:15][O:16][Si:17]([CH:24]([CH3:26])[CH3:25])([CH:21]([CH3:23])[CH3:22])[CH:18]([CH3:20])[CH3:19].C(=O)([O-])[O-].[K+].[K+]. (6) The reactants are: [C:1]1([CH:7]([NH:9][CH2:10][CH2:11][OH:12])[CH3:8])[CH:6]=[CH:5][CH:4]=[CH:3][CH:2]=1.C(N(C(C)C)CC)(C)C.[Si:22](Cl)([C:25]([CH3:28])([CH3:27])[CH3:26])([CH3:24])[CH3:23].O. Given the product [Si:22]([O:12][CH2:11][CH2:10][NH:9][CH:7]([C:1]1[CH:6]=[CH:5][CH:4]=[CH:3][CH:2]=1)[CH3:8])([C:25]([CH3:28])([CH3:27])[CH3:26])([CH3:24])[CH3:23], predict the reactants needed to synthesize it. (7) Given the product [Cl:31][C:27]1[CH:26]=[C:25]2[NH:24][C:23](=[O:32])[C:9]3([CH:8]([C:6]4[CH:7]=[C:2]([C:40]([CH3:42])=[CH2:41])[CH:3]=[CH:4][C:5]=4[O:33][CH2:34][C:35]4([CH3:39])[CH2:38][O:37][CH2:36]4)[CH2:13][C:12](=[O:14])[NH:11][CH:10]3[C:15]3[CH:20]=[C:19]([Cl:21])[CH:18]=[CH:17][C:16]=3[CH3:22])[C:30]2=[CH:29][CH:28]=1, predict the reactants needed to synthesize it. The reactants are: Br[C:2]1[CH:3]=[CH:4][C:5]([O:33][CH2:34][C:35]2([CH3:39])[CH2:38][O:37][CH2:36]2)=[C:6]([CH:8]2[CH2:13][C:12](=[O:14])[NH:11][CH:10]([C:15]3[CH:20]=[C:19]([Cl:21])[CH:18]=[CH:17][C:16]=3[CH3:22])[C:9]32[C:30]2[C:25](=[CH:26][C:27]([Cl:31])=[CH:28][CH:29]=2)[NH:24][C:23]3=[O:32])[CH:7]=1.[C:40](B1OC(C)(C)C(C)(C)O1)([CH3:42])=[CH2:41].[O-]P([O-])([O-])=O.[K+].[K+].[K+]. (8) Given the product [C:6]1([C@@H:41]([OH:46])[CH2:42][OH:43])[CH:5]=[CH:4][CH:3]=[CH:2][CH:1]=1.[CH2:64]=[CH:63][C:62]1[CH:57]=[CH:58][CH:59]=[CH:60][CH:61]=1, predict the reactants needed to synthesize it. The reactants are: [CH2:1]1[C@H:6](N)[C@@H:5](O[C@H]2O[C@H](CN)[C@@H](O)[C@H](O)[C@H]2O)[C@H:4](O)[C@@H:3](O[C@H]2O[C@H](CO)[C@@H](O)[C@H](N)[C@H]2O)[C@@H:2]1N.CC(S[C@@H]1[O:43][C@H:42](CO)[C@H:41]([OH:46])[C@H:42]([OH:43])[C@H:41]1[OH:46])C.[CH3:57][CH2:58][CH2:59][CH2:60][CH2:61][CH2:62][CH2:63][CH2:64][CH2:57][CH2:58][CH2:59][CH2:60][CH2:61][CH2:62][CH2:63][CH3:64].C=CC1C=CC=CC=1.O=C[C@@H]([C@H]([C@@H]([C@@H](CO)O)O)O)O.